Dataset: Full USPTO retrosynthesis dataset with 1.9M reactions from patents (1976-2016). Task: Predict the reactants needed to synthesize the given product. (1) Given the product [CH3:30][O:29][CH2:28][CH2:27][CH2:26][CH2:25][N:9]([C:5]1[CH:6]=[CH:7][CH:8]=[C:3]([O:2][CH3:1])[C:4]=1[N+:17]([O-:19])=[O:18])[C:10](=[O:16])[O:11][C:12]([CH3:15])([CH3:13])[CH3:14], predict the reactants needed to synthesize it. The reactants are: [CH3:1][O:2][C:3]1[C:4]([N+:17]([O-:19])=[O:18])=[C:5]([NH:9][C:10](=[O:16])[O:11][C:12]([CH3:15])([CH3:14])[CH3:13])[CH:6]=[CH:7][CH:8]=1.CS(O[CH2:25][CH2:26][CH2:27][CH2:28][O:29][CH3:30])(=O)=O.C(=O)([O-])[O-].[Cs+].[Cs+]. (2) Given the product [CH:21]1([S:24]([N:27]2[CH:31]=[C:30]([C:32]3[N:37]=[C:36]([NH:38][C:2]4[N:7]=[CH:6][C:5]5[C:8]([C:14]6[C:15]([CH3:20])=[N:16][NH:17][C:18]=6[CH3:19])=[CH:9][N:10]([CH:11]([CH3:13])[CH3:12])[C:4]=5[CH:3]=4)[CH:35]=[CH:34][N:33]=3)[CH:29]=[N:28]2)(=[O:25])=[O:26])[CH2:23][CH2:22]1, predict the reactants needed to synthesize it. The reactants are: Br[C:2]1[N:7]=[CH:6][C:5]2[C:8]([C:14]3[C:15]([CH3:20])=[N:16][NH:17][C:18]=3[CH3:19])=[CH:9][N:10]([CH:11]([CH3:13])[CH3:12])[C:4]=2[CH:3]=1.[CH:21]1([S:24]([N:27]2[CH:31]=[C:30]([C:32]3[N:37]=[C:36]([NH2:38])[CH:35]=[CH:34][N:33]=3)[CH:29]=[N:28]2)(=[O:26])=[O:25])[CH2:23][CH2:22]1.C1(P(C2C=CC=CC=2)C2C3OC4C(=CC=CC=4P(C4C=CC=CC=4)C4C=CC=CC=4)C(C)(C)C=3C=CC=2)C=CC=CC=1.C(=O)([O-])[O-].[Cs+].[Cs+].O1CCOCC1. (3) Given the product [O:21]=[C:20]1[C:4]2[C:5]3[C:6](=[C:7]([C:11]4[CH:12]=[CH:13][CH:14]=[CH:15][CH:16]=4)[NH:8][C:9]=3[CH:10]=[C:2]([NH:1][C:31](=[O:32])[CH2:30]/[CH:29]=[CH:28]/[C:22]3[CH:27]=[CH:26][CH:25]=[CH:24][CH:23]=3)[CH:3]=2)[CH:17]=[N:18][NH:19]1, predict the reactants needed to synthesize it. The reactants are: [NH2:1][C:2]1[CH:3]=[C:4]2[C:20](=[O:21])[NH:19][N:18]=[CH:17][C:6]3=[C:7]([C:11]4[CH:16]=[CH:15][CH:14]=[CH:13][CH:12]=4)[NH:8][C:9]([CH:10]=1)=[C:5]23.[C:22]1(/[CH:28]=[CH:29]/[CH2:30][C:31](O)=[O:32])[CH:27]=[CH:26][CH:25]=[CH:24][CH:23]=1.C(N(CC)CC)C.F[P-](F)(F)(F)(F)F.N1(OC(N(C)C)=[N+](C)C)C2N=CC=CC=2N=N1. (4) Given the product [Cl:1][C:2]1[C:3]([S:21]([NH2:22])(=[O:24])=[O:23])=[N:4][CH:5]=[C:6]([C:7]([N:25]2[CH2:30][CH2:29][C:28]3([C:34]4[CH:35]=[CH:36][CH:37]=[CH:38][C:33]=4[O:32][CH2:31]3)[CH2:27][CH2:26]2)=[O:9])[C:10]=1[NH:11][C:12]1([C:15]2[CH:16]=[CH:17][CH:18]=[CH:19][CH:20]=2)[CH2:14][CH2:13]1, predict the reactants needed to synthesize it. The reactants are: [Cl:1][C:2]1[C:3]([S:21](=[O:24])(=[O:23])[NH2:22])=[N:4][CH:5]=[C:6]([C:10]=1[NH:11][C:12]1([C:15]2[CH:20]=[CH:19][CH:18]=[CH:17][CH:16]=2)[CH2:14][CH2:13]1)[C:7]([OH:9])=O.[NH:25]1[CH2:30][CH2:29][C:28]2([C:34]3[CH:35]=[CH:36][CH:37]=[CH:38][C:33]=3[O:32][CH2:31]2)[CH2:27][CH2:26]1. (5) The reactants are: O/[N:2]=[CH:3]/[C:4]1[C:12]2[C:7](=[CH:8][CH:9]=[CH:10][CH:11]=2)[NH:6][C:5]=1[C:13]([O:15][CH3:16])=[O:14].N1C=CC=CC=1.CS(Cl)(=O)=O. Given the product [C:3]([C:4]1[C:12]2[C:7](=[CH:8][CH:9]=[CH:10][CH:11]=2)[NH:6][C:5]=1[C:13]([O:15][CH3:16])=[O:14])#[N:2], predict the reactants needed to synthesize it. (6) Given the product [C:1]([C:3]1[C:4]([N:15]2[CH2:19][CH2:18][CH:17]([CH2:20][C:21](=[O:22])[NH:35][S:32]([CH2:31][CH2:30][C:24]3[CH:29]=[CH:28][CH:27]=[CH:26][CH:25]=3)(=[O:33])=[O:34])[CH2:16]2)=[N:5][C:6]([CH3:14])=[C:7]([CH:8]=1)[C:9]([O:11][CH2:12][CH3:13])=[O:10])#[N:2], predict the reactants needed to synthesize it. The reactants are: [C:1]([C:3]1[C:4]([N:15]2[CH2:19][CH2:18][CH:17]([CH2:20][C:21](O)=[O:22])[CH2:16]2)=[N:5][C:6]([CH3:14])=[C:7]([C:9]([O:11][CH2:12][CH3:13])=[O:10])[CH:8]=1)#[N:2].[C:24]1([CH2:30][CH2:31][S:32]([NH2:35])(=[O:34])=[O:33])[CH:29]=[CH:28][CH:27]=[CH:26][CH:25]=1. (7) Given the product [CH3:26][C:21]1([CH3:27])[C:22]([CH3:25])([CH3:24])[O:23][B:19]([C:2]2[CH:3]=[CH:4][C:5]3[N:18]=[C:9]4[C:10]5[CH:11]=[CH:12][CH:13]=[CH:14][C:15]=5[CH:16]=[CH:17][N:8]4[C:6]=3[CH:7]=2)[O:20]1, predict the reactants needed to synthesize it. The reactants are: Br[C:2]1[CH:3]=[CH:4][C:5]2[N:18]=[C:9]3[C:10]4[CH:11]=[CH:12][CH:13]=[CH:14][C:15]=4[CH:16]=[CH:17][N:8]3[C:6]=2[CH:7]=1.[B:19]1([B:19]2[O:23][C:22]([CH3:25])([CH3:24])[C:21]([CH3:27])([CH3:26])[O:20]2)[O:23][C:22]([CH3:25])([CH3:24])[C:21]([CH3:27])([CH3:26])[O:20]1.C([O-])(=O)C.[K+].